This data is from Catalyst prediction with 721,799 reactions and 888 catalyst types from USPTO. The task is: Predict which catalyst facilitates the given reaction. (1) Product: [Cl:1][C:2]1[CH:3]=[CH:4][C:5]([C:8]2[N:9]=[CH:10][N:11]([CH2:29][O:28][CH2:27][CH2:26][Si:25]([CH3:32])([CH3:31])[CH3:24])[C:12]=2[C:13]2[CH:14]=[CH:15][C:16]([Cl:19])=[CH:17][CH:18]=2)=[CH:6][CH:7]=1. The catalyst class is: 3. Reactant: [Cl:1][C:2]1[CH:7]=[CH:6][C:5]([C:8]2[N:9]=[C:10](C(O)=O)[N:11](C)[C:12]=2[C:13]2[CH:18]=[CH:17][C:16]([Cl:19])=[CH:15][CH:14]=2)=[CH:4][CH:3]=1.[CH3:24][Si:25]([CH3:32])([CH3:31])[CH2:26][CH2:27][O:28][CH2:29]Cl.[H-].[Na+].C(=O)(O)[O-]. (2) Reactant: [CH3:1][O:2][C:3]1[CH:4]=[C:5]([NH:11][C:12]([C:14]2[CH:28]=[CH:27][C:17]3[N:18]=[C:19]([N:21]4[CH2:26][CH2:25][NH:24][CH2:23][CH2:22]4)[S:20][C:16]=3[CH:15]=2)=[O:13])[CH:6]=[CH:7][C:8]=1[O:9][CH3:10].[CH3:29][C:30]([O:33][C:34]([NH:36][C@H:37]([C:44](O)=[O:45])[CH2:38][C:39]1[S:43][CH:42]=[CH:41][CH:40]=1)=[O:35])([CH3:32])[CH3:31].C(N(C(C)C)CC)(C)C.CN(C(ON1N=NC2C=CC=CC1=2)=[N+](C)C)C.F[P-](F)(F)(F)(F)F. Product: [CH3:1][O:2][C:3]1[CH:4]=[C:5]([NH:11][C:12]([C:14]2[CH:28]=[CH:27][C:17]3[N:18]=[C:19]([N:21]4[CH2:26][CH2:25][N:24]([C:44](=[O:45])[C@@H:37]([NH:36][C:34](=[O:35])[O:33][C:30]([CH3:29])([CH3:31])[CH3:32])[CH2:38][C:39]5[S:43][CH:42]=[CH:41][CH:40]=5)[CH2:23][CH2:22]4)[S:20][C:16]=3[CH:15]=2)=[O:13])[CH:6]=[CH:7][C:8]=1[O:9][CH3:10]. The catalyst class is: 39. (3) Reactant: OO.[C:3]([C:5]1[C:6]([O:11][CH:12]2[CH:18]([C:19]3[CH:24]=[CH:23][C:22]([Cl:25])=[C:21]([Cl:26])[CH:20]=3)[O:17][CH2:16][CH2:15][N:14]([C:27]([O:29][C:30]([CH3:33])([CH3:32])[CH3:31])=[O:28])[CH2:13]2)=[N:7][CH:8]=[CH:9][CH:10]=1)#[N:4].C(=O)([O-])[O-:35].[K+].[K+].O. Product: [C:3]([C:5]1[C:6]([O:11][CH:12]2[CH:18]([C:19]3[CH:24]=[CH:23][C:22]([Cl:25])=[C:21]([Cl:26])[CH:20]=3)[O:17][CH2:16][CH2:15][N:14]([C:27]([O:29][C:30]([CH3:33])([CH3:32])[CH3:31])=[O:28])[CH2:13]2)=[N:7][CH:8]=[CH:9][CH:10]=1)(=[O:35])[NH2:4]. The catalyst class is: 16. (4) Reactant: CC(C)([O-])C.[Na+].[F:7][C:8]1[CH:13]=[CH:12][C:11](Br)=[CH:10][CH:9]=1.[O:15]=[C:16]1[CH2:21][CH2:20][N:19]([C:22]([O:24][C:25]([CH3:28])([CH3:27])[CH3:26])=[O:23])[CH2:18][CH2:17]1. Product: [F:7][C:8]1[CH:13]=[CH:12][C:11]([CH:21]2[C:16](=[O:15])[CH2:17][CH2:18][N:19]([C:22]([O:24][C:25]([CH3:28])([CH3:27])[CH3:26])=[O:23])[CH2:20]2)=[CH:10][CH:9]=1. The catalyst class is: 187. (5) Reactant: N1C=CC(N2CCC3(CCNCC3)C2)=CC=1.C(O)(C(F)(F)F)=O.[N:24]1([C:30]([C:32]2[CH:33]=[C:34]3[C:39](=[CH:40][CH:41]=2)[CH2:38][CH:37]([NH:42][C:43](=O)OC(C)(C)C)[CH2:36][CH2:35]3)=O)[CH2:29][CH2:28][CH2:27][CH2:26][CH2:25]1. Product: [CH3:43][NH:42][CH:37]1[CH2:36][CH2:35][C:34]2[C:39](=[CH:40][CH:41]=[C:32]([CH2:30][N:24]3[CH2:29][CH2:28][CH2:27][CH2:26][CH2:25]3)[CH:33]=2)[CH2:38]1. The catalyst class is: 2. (6) Reactant: [Cl:1][C:2]1[CH:3]=[C:4]([CH2:8][N:9]2[CH:13]=[CH:12][N:11]=[C:10]2[CH3:14])[N:5]=[N:6][CH:7]=1.[Cl:15][C:16]1[CH:17]=[C:18](B(O)O)[CH:19]=[CH:20][C:21]=1[F:22].C([O-])([O-])=O.[K+].[K+].Cl.CCOCC. Product: [ClH:1].[Cl:15][C:16]1[CH:17]=[C:18]([C:2]2[CH:3]=[C:4]([CH2:8][N:9]3[CH:13]=[CH:12][N:11]=[C:10]3[CH3:14])[N:5]=[N:6][CH:7]=2)[CH:19]=[CH:20][C:21]=1[F:22]. The catalyst class is: 694. (7) Reactant: Br[CH:2]1[C:8](=O)[C:7]2[CH:10]=[CH:11][C:12]([Cl:14])=[CH:13][C:6]=2[S:5][C:4]2[CH:15]=[CH:16][CH:17]=[CH:18][C:3]1=2.[C:19]([CH2:21][C:22]([NH2:24])=[S:23])#[N:20]. Product: [Cl:14][C:12]1[CH:11]=[CH:10][C:7]2[C:8]3[N:24]=[C:22]([CH2:21][C:19]#[N:20])[S:23][C:2]=3[C:3]3[CH:18]=[CH:17][CH:16]=[CH:15][C:4]=3[S:5][C:6]=2[CH:13]=1. The catalyst class is: 8. (8) Product: [CH3:1][C:2]1[CH:7]=[C:6]([CH3:8])[CH:5]=[CH:4][C:3]=1[N:9]([CH2:24][CH:25]([CH3:27])[CH3:26])[S:10]([C:13]1[CH:18]=[CH:17][C:16]([CH2:19][C:20]([OH:22])=[O:21])=[CH:15][CH:14]=1)(=[O:12])=[O:11]. Reactant: [CH3:1][C:2]1[CH:7]=[C:6]([CH3:8])[CH:5]=[CH:4][C:3]=1[N:9]([CH2:24][CH:25]([CH3:27])[CH3:26])[S:10]([C:13]1[CH:18]=[CH:17][C:16]([CH2:19][C:20]([O:22]C)=[O:21])=[CH:15][CH:14]=1)(=[O:12])=[O:11].[OH-].[Na+].Cl. The catalyst class is: 253. (9) Reactant: Cl[C:2]1[C:11]2[C:6](=[CH:7][CH:8]=[C:9]([O:12][C:13]([F:16])([F:15])[F:14])[CH:10]=2)[N:5]=[CH:4][CH:3]=1.[NH2:17][C@H:18]1[CH2:23][CH2:22][C@H:21]([NH2:24])[CH2:20][CH2:19]1.C(N(CC)CC)C.[OH-].[Na+]. Product: [F:14][C:13]([F:16])([F:15])[O:12][C:9]1[CH:10]=[C:11]2[C:6](=[CH:7][CH:8]=1)[N:5]=[CH:4][CH:3]=[C:2]2[NH:17][CH:18]1[CH2:23][CH2:22][CH:21]([NH2:24])[CH2:20][CH2:19]1. The catalyst class is: 435.